From a dataset of Full USPTO retrosynthesis dataset with 1.9M reactions from patents (1976-2016). Predict the reactants needed to synthesize the given product. (1) Given the product [CH3:1][O:2][C:3]1[CH:8]=[C:7]([CH3:9])[CH:6]=[CH:5][C:4]=1[CH2:10][NH:11][C:21](=[O:23])[C:20]([NH:36][CH2:35][CH2:34][C:31]1[CH:30]=[CH:29][C:28]([CH3:27])=[CH:33][N:32]=1)=[O:26], predict the reactants needed to synthesize it. The reactants are: [CH3:1][O:2][C:3]1[CH:8]=[C:7]([CH3:9])[CH:6]=[CH:5][C:4]=1[CH2:10][NH2:11].CCN(CC)CC.Cl[C:20](=[O:26])[C:21]([O:23]CC)=O.[CH3:27][C:28]1[CH:29]=[CH:30][C:31]([CH2:34][CH2:35][NH2:36])=[N:32][CH:33]=1. (2) The reactants are: [NH2:1][C:2]1[N:7]=[C:6]([C:8]2[O:9][CH:10]=[CH:11][CH:12]=2)[C:5]([C:13]#[N:14])=[C:4](S(C)=O)[N:3]=1.[CH3:18][C:19]1[CH:26]=[CH:25][C:22]([CH2:23][NH2:24])=[CH:21][CH:20]=1. Given the product [NH2:1][C:2]1[N:7]=[C:6]([C:8]2[O:9][CH:10]=[CH:11][CH:12]=2)[C:5]([C:13]#[N:14])=[C:4]([NH:24][CH2:23][C:22]2[CH:25]=[CH:26][C:19]([CH3:18])=[CH:20][CH:21]=2)[N:3]=1, predict the reactants needed to synthesize it.